This data is from Full USPTO retrosynthesis dataset with 1.9M reactions from patents (1976-2016). The task is: Predict the reactants needed to synthesize the given product. (1) Given the product [CH3:14][NH:15][C:2]1[C:3](=[O:13])[C:4]2[C:9]([C:10](=[O:12])[CH:11]=1)=[CH:8][CH:7]=[CH:6][CH:5]=2, predict the reactants needed to synthesize it. The reactants are: Br[C:2]1[C:3](=[O:13])[C:4]2[C:9]([C:10](=[O:12])[CH:11]=1)=[CH:8][CH:7]=[CH:6][CH:5]=2.[CH3:14][NH2:15]. (2) Given the product [Br:23][C:7]1[C:6]([CH3:8])=[CH:5][N+:4]([O-:9])=[CH:3][C:2]=1[CH3:1], predict the reactants needed to synthesize it. The reactants are: [CH3:1][C:2]1[CH:3]=[N+:4]([O-:9])[CH:5]=[C:6]([CH3:8])[CH:7]=1.C([O-])(=O)C.C([O-])(=O)C.C([O-])(=O)C.[Tl+3].[Br:23]Br. (3) Given the product [C:1]([C:3]1[C:11]2[C:6](=[CH:7][CH:8]=[CH:9][CH:10]=2)[N:5]([CH2:12][OH:13])[CH:4]=1)#[N:2], predict the reactants needed to synthesize it. The reactants are: [C:1]([C:3]1[C:11]2[C:6](=[CH:7][CH:8]=[CH:9][CH:10]=2)[NH:5][CH:4]=1)#[N:2].[CH2:12]=[O:13].C(N(CC)CC)C.